Dataset: Full USPTO retrosynthesis dataset with 1.9M reactions from patents (1976-2016). Task: Predict the reactants needed to synthesize the given product. (1) The reactants are: FC(F)(F)S(O[C:7]1[N:8]=[CH:9][C:10]2[C:15]([CH:16]=1)=[C:14]([NH:17][CH:18]1[CH2:23][CH2:22][CH2:21][CH2:20][CH2:19]1)[N:13]=[CH:12][CH:11]=2)(=O)=O.[CH3:26][O:27][C:28]1[CH:34]=[C:33]([C:35]2[CH:36]=[N:37][N:38]([CH3:40])[CH:39]=2)[CH:32]=[CH:31][C:29]=1[NH2:30]. Given the product [CH:18]1([NH:17][C:14]2[C:15]3[C:10](=[CH:9][N:8]=[C:7]([NH:30][C:29]4[CH:31]=[CH:32][C:33]([C:35]5[CH:36]=[N:37][N:38]([CH3:40])[CH:39]=5)=[CH:34][C:28]=4[O:27][CH3:26])[CH:16]=3)[CH:11]=[CH:12][N:13]=2)[CH2:23][CH2:22][CH2:21][CH2:20][CH2:19]1, predict the reactants needed to synthesize it. (2) Given the product [OH:15][CH2:16][C:17]([O:19][C@H:20]1[C@@H:24]([OH:25])[C@H:23]([N:26]2[CH:34]=[N:33][C:32]3[C:27]2=[N:28][CH:29]=[N:30][C:31]=3[NH2:35])[O:22][C@@H:21]1[CH2:36][O:37][P:38]([O:41][C@H:42]1[CH2:46][C@H:45]([N:47]2[CH:52]=[CH:51][C:50]([NH2:53])=[N:49][C:48]2=[O:54])[O:44][C@@H:43]1[CH2:55][O:56][P:57]([OH:59])([OH:60])=[O:58])([OH:40])=[O:39])=[O:18], predict the reactants needed to synthesize it. The reactants are: FC(F)(F)C(O)=O.[Si]([O:15][CH2:16][C:17]([O:19][C@H:20]1[C@@H:24]([OH:25])[C@H:23]([N:26]2[CH:34]=[N:33][C:32]3[C:27]2=[N:28][CH:29]=[N:30][C:31]=3[NH2:35])[O:22][C@@H:21]1[CH2:36][O:37][P:38]([O:41][C@H:42]1[CH2:46][C@H:45]([N:47]2[CH:52]=[CH:51][C:50]([NH2:53])=[N:49][C:48]2=[O:54])[O:44][C@@H:43]1[CH2:55][O:56][P:57]([OH:60])([OH:59])=[O:58])([OH:40])=[O:39])=[O:18])(C(C)(C)C)(C)C. (3) Given the product [CH3:24][N:25]([CH3:29])[CH2:26][CH2:27][NH:28][C:6]([C:8]1[N:9]=[C:10]([Cl:23])[C:11]2[C:16]([C:17]=1[OH:18])=[CH:15][CH:14]=[C:13]([O:19][CH:20]([CH3:21])[CH3:22])[CH:12]=2)=[O:7], predict the reactants needed to synthesize it. The reactants are: C(O[C:6]([C:8]1[N:9]=[C:10]([Cl:23])[C:11]2[C:16]([C:17]=1[OH:18])=[CH:15][CH:14]=[C:13]([O:19][CH:20]([CH3:22])[CH3:21])[CH:12]=2)=[O:7])CCC.[CH3:24][N:25]([CH3:29])[CH2:26][CH2:27][NH2:28]. (4) Given the product [CH3:32][O:31][C:29](=[O:30])[C:26]1[CH:27]=[CH:28][C:23]([CH2:22][N:12]2[C:13]3[C:18](=[CH:17][C:16]([CH3:20])=[CH:15][C:14]=3[CH3:21])[CH:19]=[C:11]2[C:9]([NH:8][C:7]2[S:33][C:35]([CH2:49][CH2:50][CH:51]3[CH2:52][CH2:53][CH2:54][CH2:55][CH2:56]3)=[C:36]([C:38]3[CH:43]=[C:42]([O:44][CH3:45])[C:41]([Cl:46])=[CH:40][C:39]=3[O:47][CH3:48])[N:6]=2)=[O:10])=[CH:24][CH:25]=1, predict the reactants needed to synthesize it. The reactants are: CN(C)C=O.[NH2:6][C:7](=[S:33])[NH:8][C:9]([C:11]1[N:12]([CH2:22][C:23]2[CH:28]=[CH:27][C:26]([C:29]([O:31][CH3:32])=[O:30])=[CH:25][CH:24]=2)[C:13]2[C:18]([CH:19]=1)=[CH:17][C:16]([CH3:20])=[CH:15][C:14]=2[CH3:21])=[O:10].Br[CH:35]([CH2:49][CH2:50][CH:51]1[CH2:56][CH2:55][CH2:54][CH2:53][CH2:52]1)[C:36]([C:38]1[CH:43]=[C:42]([O:44][CH3:45])[C:41]([Cl:46])=[CH:40][C:39]=1[O:47][CH3:48])=O.C(N(CC)CC)C.